This data is from Tox21: 12 toxicity assays (nuclear receptors and stress response pathways). The task is: Binary classification across 12 toxicity assays. (1) The molecule is C[C@@H]1C[C@H]2[C@@H]3C[C@H](F)C4=CC(=O)C=C[C@]4(C)[C@@]3(Cl)[C@@H](O)C[C@]2(C)[C@H]1C(=O)COC(=O)C(C)(C)C. It tested positive (active) for: NR-AR (Androgen Receptor agonist activity), and NR-AR-LBD (Androgen Receptor Ligand Binding Domain agonist). (2) The molecule is Cc1cc(O)cc(C)c1Cl. It tested positive (active) for: SR-MMP (Mitochondrial Membrane Potential disruption). (3) The drug is O=C(NCc1cccnc1)Nc1ccc([N+](=O)[O-])cc1. It tested positive (active) for: NR-AhR (Aryl hydrocarbon Receptor agonist activity), and SR-MMP (Mitochondrial Membrane Potential disruption). (4) The compound is CN(C)CCO. It tested positive (active) for: NR-AR (Androgen Receptor agonist activity). (5) The molecule is CNc1ccc(O)cc1.CNc1ccc(O)cc1. It tested positive (active) for: NR-AhR (Aryl hydrocarbon Receptor agonist activity), SR-ARE (Antioxidant Response Element (oxidative stress)), and SR-MMP (Mitochondrial Membrane Potential disruption). (6) The molecule is CCCCC(C#N)(Cn1cncn1)c1ccc(Cl)cc1. It tested positive (active) for: NR-Aromatase (Aromatase enzyme inhibition). (7) The drug is Cc1cc2c(C(C)C)c(O)c(O)c(C=O)c2c(O)c1-c1c(C)cc2c(C(C)C)c(O)c(O)c(C=O)c2c1O. It tested positive (active) for: SR-ATAD5 (ATAD5 genotoxicity (DNA damage)), and SR-MMP (Mitochondrial Membrane Potential disruption).